Dataset: Reaction yield outcomes from USPTO patents with 853,638 reactions. Task: Predict the reaction yield, written as a fraction of the theoretical maximum amount of product (1.0 means a 100% yield; for example, 0.34 means a 34% yield). (1) The catalyst is C(O)C. The yield is 0.140. The reactants are [OH:1][C:2]1[C:19]([O:20][CH2:21][CH2:22][CH2:23][CH2:24][CH2:25][CH3:26])=[CH:18][C:17]2[C:16]3[C:11](=[CH:12][C:13]([O:34][CH2:35][CH2:36][CH2:37][CH2:38][CH2:39][CH3:40])=[C:14]([O:27][CH2:28][CH2:29][CH2:30][CH2:31][CH2:32][CH3:33])[CH:15]=3)[C:10]3[C:5](=[CH:6][C:7]([O:48][CH2:49][CH2:50][CH2:51][CH2:52][CH2:53][CH3:54])=[C:8]([O:41][CH2:42][CH2:43][CH2:44][CH2:45][CH2:46][CH3:47])[CH:9]=3)[C:4]=2[CH:3]=1.Br[CH2:56][CH2:57][O:58][CH2:59][CH2:60][O:61][CH3:62].C(=O)([O-])[O-].[K+].[K+]. The product is [O:1]([C:2]1[C:19]([O:20][CH2:21][CH2:22][CH2:23][CH2:24][CH2:25][CH3:26])=[CH:18][C:17]2[C:16]3[C:11](=[CH:12][C:13]([O:34][CH2:35][CH2:36][CH2:37][CH2:38][CH2:39][CH3:40])=[C:14]([O:27][CH2:28][CH2:29][CH2:30][CH2:31][CH2:32][CH3:33])[CH:15]=3)[C:10]3[C:5](=[CH:6][C:7]([O:48][CH2:49][CH2:50][CH2:51][CH2:52][CH2:53][CH3:54])=[C:8]([O:41][CH2:42][CH2:43][CH2:44][CH2:45][CH2:46][CH3:47])[CH:9]=3)[C:4]=2[CH:3]=1)[CH2:56][CH2:57][O:58][CH2:59][CH2:60][O:61][CH3:62]. (2) The reactants are C(N)C1C=CC=CC=1.[NH:9]1[CH2:14][CH2:13][CH:12]([CH2:15][O:16][C:17]2[CH:26]=[CH:25][CH:24]=[C:23]3[C:18]=2[C:19]([NH2:28])=[N:20][C:21]([NH2:27])=[N:22]3)[CH2:11][CH2:10]1.[CH3:29][C:30]1[CH:31]=[C:32]([CH:35]=[CH:36][CH:37]=1)[CH2:33]Br. No catalyst specified. The product is [CH3:29][C:30]1[CH:31]=[C:32]([CH:35]=[CH:36][CH:37]=1)[CH2:33][N:9]1[CH2:14][CH2:13][CH:12]([CH2:15][O:16][C:17]2[CH:26]=[CH:25][CH:24]=[C:23]3[C:18]=2[C:19]([NH2:28])=[N:20][C:21]([NH2:27])=[N:22]3)[CH2:11][CH2:10]1. The yield is 0.840.